Dataset: NCI-60 drug combinations with 297,098 pairs across 59 cell lines. Task: Regression. Given two drug SMILES strings and cell line genomic features, predict the synergy score measuring deviation from expected non-interaction effect. (1) Drug 2: CS(=O)(=O)OCCCCOS(=O)(=O)C. Drug 1: C1C(C(OC1N2C=NC3=C(N=C(N=C32)Cl)N)CO)O. Cell line: OVCAR-4. Synergy scores: CSS=2.56, Synergy_ZIP=1.40, Synergy_Bliss=2.03, Synergy_Loewe=-10.1, Synergy_HSA=-7.70. (2) Drug 1: C1CCC(C1)C(CC#N)N2C=C(C=N2)C3=C4C=CNC4=NC=N3. Drug 2: CCCCC(=O)OCC(=O)C1(CC(C2=C(C1)C(=C3C(=C2O)C(=O)C4=C(C3=O)C=CC=C4OC)O)OC5CC(C(C(O5)C)O)NC(=O)C(F)(F)F)O. Cell line: MALME-3M. Synergy scores: CSS=4.25, Synergy_ZIP=0.869, Synergy_Bliss=4.19, Synergy_Loewe=2.97, Synergy_HSA=2.44. (3) Drug 1: CN1C2=C(C=C(C=C2)N(CCCl)CCCl)N=C1CCCC(=O)O.Cl. Drug 2: CC1C(C(CC(O1)OC2CC(CC3=C2C(=C4C(=C3O)C(=O)C5=C(C4=O)C(=CC=C5)OC)O)(C(=O)CO)O)N)O.Cl. Cell line: LOX IMVI. Synergy scores: CSS=41.5, Synergy_ZIP=1.71, Synergy_Bliss=3.06, Synergy_Loewe=-17.3, Synergy_HSA=3.18. (4) Synergy scores: CSS=61.8, Synergy_ZIP=7.30, Synergy_Bliss=6.60, Synergy_Loewe=7.25, Synergy_HSA=7.55. Drug 2: CCCCC(=O)OCC(=O)C1(CC(C2=C(C1)C(=C3C(=C2O)C(=O)C4=C(C3=O)C=CC=C4OC)O)OC5CC(C(C(O5)C)O)NC(=O)C(F)(F)F)O. Cell line: T-47D. Drug 1: CC1=C(C(=CC=C1)Cl)NC(=O)C2=CN=C(S2)NC3=CC(=NC(=N3)C)N4CCN(CC4)CCO. (5) Drug 1: C1C(C(OC1N2C=NC3=C(N=C(N=C32)Cl)N)CO)O. Cell line: U251. Synergy scores: CSS=15.1, Synergy_ZIP=-2.08, Synergy_Bliss=0.425, Synergy_Loewe=-18.3, Synergy_HSA=-3.61. Drug 2: C1=NNC2=C1C(=O)NC=N2.